From a dataset of Full USPTO retrosynthesis dataset with 1.9M reactions from patents (1976-2016). Predict the reactants needed to synthesize the given product. (1) Given the product [Cl:1][C:2]1[C:3]2[CH:24]=[CH:23][C:22]([F:39])=[CH:21][C:4]=2[S:5][C:6]=1[C:7]([NH:9][C@H:10]([CH2:14][C:15]1[CH:20]=[CH:19][CH:18]=[CH:17][CH:16]=1)[C:11]([OH:13])=[O:12])=[O:8], predict the reactants needed to synthesize it. The reactants are: [Cl:1][C:2]1[C:3]2[CH:24]=[CH:23][C:22](C)=[CH:21][C:4]=2[S:5][C:6]=1[C:7]([NH:9][C@H:10]([CH2:14][C:15]1[CH:20]=[CH:19][CH:18]=[CH:17][CH:16]=1)[C:11]([OH:13])=[O:12])=[O:8].ClC1C2C=CC([F:39])=CC=2SC=1C(O)=O. (2) Given the product [NH2:22][C:21]1[N:20]([CH3:23])[N:19]=[CH:18][C:17]=1[NH:16][C:14](=[O:15])[C@@H:2]([NH:1][C:37]([NH:38][C:39]([O:40][C:41]([CH3:44])([CH3:43])[CH3:42])=[O:45])=[N:46][C:47]([O:48][C:49]([CH3:52])([CH3:51])[CH3:50])=[O:53])[CH2:3][CH2:4][CH2:5][NH:6][C:7](=[O:13])[O:8][C:9]([CH3:11])([CH3:12])[CH3:10], predict the reactants needed to synthesize it. The reactants are: [NH2:1][C@H:2]([C:14]([NH:16][C:17]1[CH:18]=[N:19][N:20]([CH3:23])[C:21]=1[NH2:22])=[O:15])[CH2:3][CH2:4][CH2:5][NH:6][C:7](=[O:13])[O:8][C:9]([CH3:12])([CH3:11])[CH3:10].C(N(CC)CC)C.FC(F)(F)S(N=[C:37]([NH:46][C:47](=[O:53])[O:48][C:49]([CH3:52])([CH3:51])[CH3:50])[NH:38][C:39](=[O:45])[O:40][C:41]([CH3:44])([CH3:43])[CH3:42])(=O)=O. (3) Given the product [CH3:1][S:2]([C:5]1[CH:6]=[C:7]2[CH:13]=[C:12]([C:14]3[CH:19]=[CH:18][CH:17]=[CH:16][N:15]=3)[N:11]([CH2:27][C:26]3[CH:29]=[CH:30][C:23]([F:22])=[CH:24][CH:25]=3)[C:8]2=[N:9][CH:10]=1)(=[O:4])=[O:3], predict the reactants needed to synthesize it. The reactants are: [CH3:1][S:2]([C:5]1[CH:6]=[C:7]2[CH:13]=[C:12]([C:14]3[CH:19]=[CH:18][CH:17]=[CH:16][N:15]=3)[NH:11][C:8]2=[N:9][CH:10]=1)(=[O:4])=[O:3].[H-].[Na+].[F:22][C:23]1[CH:30]=[CH:29][C:26]([CH2:27]Br)=[CH:25][CH:24]=1.C(=O)([O-])O.[Na+]. (4) Given the product [CH3:29][C:18]1([CH3:28])[C:17]2[CH:16]=[C:15]([N:6]3[C:5]4[CH:4]=[CH:3][C:2]([B:35]([OH:38])[OH:36])=[CH:14][C:13]=4[C:12]4[C:7]3=[CH:8][CH:9]=[CH:10][CH:11]=4)[CH:27]=[CH:26][C:25]=2[C:24]2[C:19]1=[CH:20][CH:21]=[CH:22][CH:23]=2, predict the reactants needed to synthesize it. The reactants are: Br[C:2]1[CH:3]=[CH:4][C:5]2[N:6]([C:15]3[CH:27]=[CH:26][C:25]4[C:24]5[C:19](=[CH:20][CH:21]=[CH:22][CH:23]=5)[C:18]([CH3:29])([CH3:28])[C:17]=4[CH:16]=3)[C:7]3[C:12]([C:13]=2[CH:14]=1)=[CH:11][CH:10]=[CH:9][CH:8]=3.[Li]CCCC.[B:35](OC)([O:38]C)[O:36]C. (5) Given the product [NH2:13][C:11]1[CH:10]=[CH:9][C:8]([CH3:14])=[C:7]([N:6]2[C:4](=[O:5])[C:3]3[C:2](=[CH:18][CH:17]=[C:16]([N:19]4[CH2:25][CH2:24][CH2:23][N:22]([CH3:26])[CH2:21][CH2:20]4)[CH:15]=3)[N:1]=[CH:27]2)[CH:12]=1, predict the reactants needed to synthesize it. The reactants are: [NH2:1][C:2]1[CH:18]=[CH:17][C:16]([N:19]2[CH2:25][CH2:24][CH2:23][N:22]([CH3:26])[CH2:21][CH2:20]2)=[CH:15][C:3]=1[C:4]([NH:6][C:7]1[CH:12]=[C:11]([NH2:13])[CH:10]=[CH:9][C:8]=1[CH3:14])=[O:5].[CH2:27](OC(OCC)OCC)C. (6) Given the product [CH:31]1([CH2:34][NH:35][C:38]([C:21]2[CH:20]=[CH:19][C:18]([C:16]3[C:15]([CH3:30])=[CH:14][CH:13]=[C:12]([C:10]([NH:1][CH2:5][CH2:6][CH3:7])=[O:11])[CH:17]=3)=[CH:23][CH:22]=2)=[O:39])[CH2:33][CH2:32]1, predict the reactants needed to synthesize it. The reactants are: [N:1]1([C:10]([C:12]2[CH:13]=[CH:14][C:15]([CH3:30])=[C:16]([C:18]3[CH:23]=[CH:22][CH:21]=[C:20](C(NCCC)=O)[CH:19]=3)[CH:17]=2)=[O:11])[C:5]2[CH:6]=[CH:7]C=CC=2N=N1.[CH:31]1([CH2:34][NH2:35])[CH2:33][CH2:32]1.C1C[O:39][CH2:38]C1. (7) Given the product [C:15]([C:19]1[CH:35]=[CH:34][C:22]([O:23][C:24]2[C:25]([CH3:33])=[C:26]([C:27]([N:8]3[CH2:7][CH2:6][C:5]4[C:10](=[CH:11][C:12]([O:13][CH3:14])=[C:3]([O:2][CH3:1])[CH:4]=4)[CH2:9]3)=[O:28])[CH:30]=[CH:31][CH:32]=2)=[CH:21][CH:20]=1)([CH3:18])([CH3:16])[CH3:17], predict the reactants needed to synthesize it. The reactants are: [CH3:1][O:2][C:3]1[CH:4]=[C:5]2[C:10](=[CH:11][C:12]=1[O:13][CH3:14])[CH2:9][NH:8][CH2:7][CH2:6]2.[C:15]([C:19]1[CH:35]=[CH:34][C:22]([O:23][C:24]2[C:25]([CH3:33])=[C:26]([CH:30]=[CH:31][CH:32]=2)[C:27](O)=[O:28])=[CH:21][CH:20]=1)([CH3:18])([CH3:17])[CH3:16].CCN(CC)CC.F[P-](F)(F)(F)(F)F.N1(O[P+](N(C)C)(N(C)C)N(C)C)C2C=CC=CC=2N=N1. (8) Given the product [C:26]([O:25][C:23]([NH:20][CH2:21][CH2:22][C:3]([C:1]#[N:2])([CH:9]1[CH2:10][CH2:11]1)[C:4]([O:6][CH2:7][CH3:8])=[O:5])=[O:24])([CH3:29])([CH3:28])[CH3:27], predict the reactants needed to synthesize it. The reactants are: [C:1]([CH:3]([CH:9]1[CH2:11][CH2:10]1)[C:4]([O:6][CH2:7][CH3:8])=[O:5])#[N:2].C(=O)([O-])[O-].[Cs+].[Cs+].O1[CH2:22][CH2:21][N:20]([C:23]([O:25][C:26]([CH3:29])([CH3:28])[CH3:27])=[O:24])S1(=O)=O.Cl. (9) Given the product [F:29][C:28]([F:30])([F:31])[C:26]1[CH:25]=[C:24]([NH:32][C:33]([S:34][CH3:37])=[C:11]([S:8]([C:5]2[CH:4]=[CH:3][C:2]([Cl:1])=[CH:7][CH:6]=2)(=[O:9])=[O:10])[C:12]#[N:13])[CH:23]=[C:22]([C:21]([F:35])([F:20])[F:36])[CH:27]=1, predict the reactants needed to synthesize it. The reactants are: [Cl:1][C:2]1[CH:7]=[CH:6][C:5]([S:8]([CH2:11][C:12]#[N:13])(=[O:10])=[O:9])=[CH:4][CH:3]=1.C(=O)([O-])[O-].[K+].[K+].[F:20][C:21]([F:36])([F:35])[C:22]1[CH:23]=[C:24]([N:32]=[C:33]=[S:34])[CH:25]=[C:26]([C:28]([F:31])([F:30])[F:29])[CH:27]=1.[C:37](=O)([O-])O.[Na+].CI.Cl. (10) The reactants are: O[C:2]1([C:23]2[CH:28]=[CH:27][C:26]([O:29][CH3:30])=[CH:25][CH:24]=2)[C:6]2[CH:7]=[C:8]([NH:13][C:14](=[O:20])[CH2:15][C:16]([CH3:19])([CH3:18])[CH3:17])[C:9]([CH3:12])=[C:10]([CH3:11])[C:5]=2[O:4][C:3]1([CH3:22])[CH3:21]. Given the product [CH3:30][O:29][C:26]1[CH:25]=[CH:24][C:23]([CH:2]2[C:6]3[CH:7]=[C:8]([NH:13][C:14](=[O:20])[CH2:15][C:16]([CH3:18])([CH3:17])[CH3:19])[C:9]([CH3:12])=[C:10]([CH3:11])[C:5]=3[O:4][C:3]2([CH3:22])[CH3:21])=[CH:28][CH:27]=1, predict the reactants needed to synthesize it.